From a dataset of Full USPTO retrosynthesis dataset with 1.9M reactions from patents (1976-2016). Predict the reactants needed to synthesize the given product. (1) Given the product [CH2:1]([NH:8][C:9]([C:11]1[CH:15]=[CH:14][O:13][C:12]=1[NH:16][C:17](=[O:23])[CH2:25][CH2:26][CH3:27])=[O:10])[C:2]1[CH:3]=[CH:4][CH:5]=[CH:6][CH:7]=1, predict the reactants needed to synthesize it. The reactants are: [CH2:1]([NH:8][C:9]([C:11]1[CH:15]=[CH:14][O:13][C:12]=1[NH:16][C:17](=[O:23])OC(C)(C)C)=[O:10])[C:2]1[CH:7]=[CH:6][CH:5]=[CH:4][CH:3]=1.Cl.[C:25](Cl)(=O)[CH2:26][CH2:27]C. (2) Given the product [OH:34][CH2:33][C:15]1[CH:14]=[C:13]([O:12][C:2]2[C:3]3[N:10]([CH3:11])[CH:9]=[CH:8][C:4]=3[N:5]=[CH:6][N:7]=2)[CH:18]=[CH:17][C:16]=1[NH:19][C:20]([NH:22][C:23]1[CH:28]=[CH:27][CH:26]=[C:25]([C:29]([F:30])([F:31])[F:32])[CH:24]=1)=[O:21], predict the reactants needed to synthesize it. The reactants are: Cl[C:2]1[C:3]2[N:10]([CH3:11])[CH:9]=[CH:8][C:4]=2[N:5]=[CH:6][N:7]=1.[OH:12][C:13]1[CH:18]=[CH:17][C:16]([NH:19][C:20]([NH:22][C:23]2[CH:28]=[CH:27][CH:26]=[C:25]([C:29]([F:32])([F:31])[F:30])[CH:24]=2)=[O:21])=[C:15]([CH2:33][OH:34])[CH:14]=1.C(=O)([O-])[O-].[K+].[K+].CN1CCCC1=O. (3) Given the product [CH2:1]([O:3][C:4](=[O:16])[CH2:5][N:6]1[C:14]2[C:9](=[C:10]([O:15][CH2:30][CH2:29][CH2:28][C:27]#[C:26][C:23]3[CH:24]=[CH:25][C:20]([O:19][C:18]([F:17])([F:32])[F:33])=[CH:21][CH:22]=3)[CH:11]=[CH:12][CH:13]=2)[CH:8]=[CH:7]1)[CH3:2], predict the reactants needed to synthesize it. The reactants are: [CH2:1]([O:3][C:4](=[O:16])[CH2:5][N:6]1[C:14]2[C:9](=[C:10]([OH:15])[CH:11]=[CH:12][CH:13]=2)[CH:8]=[CH:7]1)[CH3:2].[F:17][C:18]([F:33])([F:32])[O:19][C:20]1[CH:25]=[CH:24][C:23]([C:26]#[C:27][CH2:28][CH2:29][CH2:30]O)=[CH:22][CH:21]=1.CN(C)C(N=NC(N(C)C)=O)=O.C(P(CCCC)CCCC)CCC. (4) Given the product [O:17]=[C:18]1[NH:23][C:22]([C:24]([NH:96][CH2:95][C:91]2[CH:92]=[CH:93][CH:94]=[C:89]([O:88][CH2:87][CH2:86][O:85][C:82]3[N:83]=[CH:84][NH:80][N:81]=3)[CH:90]=2)=[O:26])=[N:21][C:20]2[S:29][CH:30]=[C:31]([C:32]3[S:33][CH:34]=[CH:35][CH:36]=3)[C:19]1=2, predict the reactants needed to synthesize it. The reactants are: O=C1C2C(=CC=CC=2)N=C(C(OCC)=O)N1.[O:17]=[C:18]1[NH:23][C:22]([C:24]([O:26]CC)=O)=[N:21][C:20]2[S:29][CH:30]=[C:31]([C:32]3[S:33][CH:34]=[CH:35][CH:36]=3)[C:19]1=2.C1(C(C2C=CC=CC=2)(C2C=CC=CC=2)N2C=NC(CCCOC3C=C(CN)C=CN=3)=N2)C=CC=CC=1.C1(C(C2C=CC=CC=2)(C2C=CC=CC=2)[N:80]2[CH:84]=[N:83][C:82]([O:85][CH2:86][CH2:87][O:88][C:89]3[CH:90]=[C:91]([CH2:95][NH2:96])[CH:92]=[CH:93][CH:94]=3)=[N:81]2)C=CC=CC=1. (5) Given the product [CH3:1][N:2]1[CH2:11][C:10]2[C:12]3[CH:13]=[C:14]([CH3:18])[CH:15]=[CH:16][C:17]=3[N:8]3[C:9]=2[C:4]([CH3:25])([CH2:5][CH2:6][CH:7]3[C:19]2[CH:24]=[CH:23][CH:22]=[CH:21][CH:20]=2)[CH2:3]1, predict the reactants needed to synthesize it. The reactants are: [CH3:1][N:2]1[CH2:11][C:10]2[C:12]3[CH:13]=[C:14]([CH3:18])[CH:15]=[CH:16][C:17]=3[N:8]3[C:9]=2[C:4]([CH3:25])([CH2:5][CH:6]=[C:7]3[C:19]2[CH:24]=[CH:23][CH:22]=[CH:21][CH:20]=2)[CH2:3]1.C([O-])=O.[NH4+]. (6) Given the product [F:15][C:16]1[C:27]([C:28]([F:31])([F:30])[F:29])=[CH:26][CH:25]=[CH:24][C:17]=1[C:18]([C:10]1[CH:11]=[CH:12][C:7]([F:6])=[CH:8][CH:9]=1)=[O:19], predict the reactants needed to synthesize it. The reactants are: CCOCC.[F:6][C:7]1[CH:12]=[CH:11][C:10]([Mg]Br)=[CH:9][CH:8]=1.[F:15][C:16]1[C:27]([C:28]([F:31])([F:30])[F:29])=[CH:26][CH:25]=[CH:24][C:17]=1[C:18](N(OC)C)=[O:19].